This data is from Forward reaction prediction with 1.9M reactions from USPTO patents (1976-2016). The task is: Predict the product of the given reaction. (1) Given the reactants [F:1][C:2]1[C:3]([F:12])=[CH:4][C:5]2[S:9][C:8]([NH2:10])=[N:7][C:6]=2[CH:11]=1.[Cl:13][C:14]1[CH:15]=[C:16]([CH:20]=[CH:21][C:22]=1[F:23])[C:17](Cl)=[O:18].Br[CH:25]([CH2:30][CH3:31])[C:26]([O:28]C)=[O:27].COC1C=CC2N=C(N)SC=2C=1.ClC1C=C(C=CC=1)C(Cl)=O.BrCC(OCC)=O, predict the reaction product. The product is: [Cl:13][C:14]1[CH:15]=[C:16]([CH:20]=[CH:21][C:22]=1[F:23])[C:17]([N:10]=[C:8]1[N:7]([CH:25]([CH2:30][CH3:31])[C:26]([OH:28])=[O:27])[C:6]2[CH:11]=[C:2]([F:1])[C:3]([F:12])=[CH:4][C:5]=2[S:9]1)=[O:18]. (2) The product is: [Br:9][CH2:10][CH2:11][CH2:12][O:8][C:4]1[CH:5]=[CH:6][CH:7]=[C:2]([F:1])[CH:3]=1. Given the reactants [F:1][C:2]1[CH:3]=[C:4]([OH:8])[CH:5]=[CH:6][CH:7]=1.[Br:9][CH2:10][CH2:11][CH2:12]Br.C(=O)([O-])[O-].[K+].[K+], predict the reaction product. (3) Given the reactants Cl[C:2]1[C:7]([N+:8]([O-:10])=[O:9])=[CH:6][CH:5]=[CH:4][N:3]=1.[N:11]1[CH:16]=[CH:15][CH:14]=[CH:13][C:12]=1[NH2:17], predict the reaction product. The product is: [N+:8]([C:7]1[C:2]([NH:17][C:12]2[CH:13]=[CH:14][CH:15]=[CH:16][N:11]=2)=[N:3][CH:4]=[CH:5][CH:6]=1)([O-:10])=[O:9]. (4) Given the reactants [C:1]([Si:5]([CH3:25])([CH3:24])[O:6][CH2:7][C:8]([CH3:23])([CH3:22])[CH2:9]/[CH:10]=[C:11]1\[C:12](=[O:21])[NH:13][C:14]2[C:19]\1=[CH:18][CH:17]=[C:16]([Cl:20])[CH:15]=2)([CH3:4])([CH3:3])[CH3:2].[C:26](O[C:26]([O:28][C:29]([CH3:32])([CH3:31])[CH3:30])=[O:27])([O:28][C:29]([CH3:32])([CH3:31])[CH3:30])=[O:27].O, predict the reaction product. The product is: [C:29]([O:28][C:26]([N:13]1[C:14]2[C:19](=[CH:18][CH:17]=[C:16]([Cl:20])[CH:15]=2)/[C:11](=[CH:10]/[CH2:9][C:8]([CH3:23])([CH3:22])[CH2:7][O:6][Si:5]([C:1]([CH3:3])([CH3:2])[CH3:4])([CH3:24])[CH3:25])/[C:12]1=[O:21])=[O:27])([CH3:32])([CH3:31])[CH3:30]. (5) Given the reactants [CH:1]([C:3]1[NH:7][CH:6]=[C:5](/[CH:8]=[CH:9]/[C:10]([N:12]([CH3:14])[CH3:13])=[O:11])[CH:4]=1)=O.[C:15]([CH:20]=P(C1C=CC=CC=1)(C1C=CC=CC=1)C1C=CC=CC=1)([O:17][CH2:18][CH3:19])=[O:16], predict the reaction product. The product is: [CH3:13][N:12]([CH3:14])[C:10](/[CH:9]=[CH:8]/[C:5]1[CH:4]=[C:3](/[CH:1]=[CH:20]/[C:15]([O:17][CH2:18][CH3:19])=[O:16])[NH:7][CH:6]=1)=[O:11]. (6) Given the reactants [N:1]1[C:5]2[CH2:6][CH2:7][CH:8]([C:10]([OH:12])=O)[CH2:9][C:4]=2[NH:3][CH:2]=1.[Cl:13][C:14]1[CH:15]=[C:16]([CH:23]=[CH:24][CH:25]=1)[O:17][CH2:18][CH2:19][CH2:20][NH:21][CH3:22], predict the reaction product. The product is: [ClH:13].[Cl:13][C:14]1[CH:15]=[C:16]([CH:23]=[CH:24][CH:25]=1)[O:17][CH2:18][CH2:19][CH2:20][N:21]([CH3:22])[C:10]([CH:8]1[CH2:7][CH2:6][C:5]2[NH:1][CH:2]=[N:3][C:4]=2[CH2:9]1)=[O:12]. (7) The product is: [Cl:21][C:18]1[CH:19]=[CH:20][C:15]([C:13]2[O:12][C:11]([CH3:22])=[C:10]([CH2:9][O:8][C:4]3[CH:5]=[N:6][CH:7]=[C:2]([N:38]4[CH2:43][CH2:42][NH:41][CH2:40][CH2:39]4)[N:3]=3)[CH:14]=2)=[CH:16][CH:17]=1. Given the reactants Cl[C:2]1[CH:7]=[N:6][CH:5]=[C:4]([O:8][CH2:9][C:10]2[CH:14]=[C:13]([C:15]3[CH:20]=[CH:19][C:18]([Cl:21])=[CH:17][CH:16]=3)[O:12][C:11]=2[CH3:22])[N:3]=1.ClC1C=CC(C2OC(C)=C(CO)C=2)=CC=1.[NH:38]1[CH2:43][CH2:42][NH:41][CH2:40][CH2:39]1.C([O-])([O-])=O.[K+].[K+].O=[O+][O-], predict the reaction product. (8) Given the reactants C(O[C:5]1([CH2:10][N:11]2[CH:15]=[C:14]([C:16]([CH3:19])([CH3:18])[CH3:17])[S:13]/[C:12]/2=[N:20]\[C:21]([C:23]2[CH:28]=[C:27](Cl)[CH:26]=[CH:25][C:24]=2[O:30][CH3:31])=S)[CH2:9]CCC1)(=O)C.C([N:34]([CH2:37]C)CC)C.[N:39]#[C:40][NH2:41], predict the reaction product. The product is: [C:16]([C:14]1[S:13]/[C:12](=[N:20]\[C:21]([C:23]2[CH:28]=[C:27]([C:37]#[N:34])[CH:26]=[CH:25][C:24]=2[O:30][CH3:31])=[N:41][C:40]#[N:39])/[N:11]([CH2:10][CH2:5][CH3:9])[CH:15]=1)([CH3:19])([CH3:17])[CH3:18].